From a dataset of Full USPTO retrosynthesis dataset with 1.9M reactions from patents (1976-2016). Predict the reactants needed to synthesize the given product. (1) Given the product [CH:1]1[C:17]2[C:9]3[C:10]4[CH:16]=[CH:15][CH:14]=[CH:13][C:11]=4[S:12][C:8]=3[C:7](=[O:18])[C:6](=[O:36])[C:5]=2[CH:4]=[CH:3][CH:2]=1, predict the reactants needed to synthesize it. The reactants are: [CH:1]1[C:17]2[C:9]3[C:10]4[CH:16]=[CH:15][CH:14]=[CH:13][C:11]=4[S:12][C:8]=3[C:7]([OH:18])=[CH:6][C:5]=2[CH:4]=[CH:3][CH:2]=1.C1C2C3SC4C=CC=CC=4C=3C([OH:36])=CC=2C=CC=1. (2) Given the product [O:1]1[CH:5]=[CH:4][CH:3]=[C:2]1[C:6]1[N:11]=[C:10]([NH:12][C:24](=[O:31])[C:25]2[CH:30]=[CH:29][CH:28]=[CH:27][CH:26]=2)[CH:9]=[C:8]([N:13]2[CH:17]=[CH:16][CH:15]=[N:14]2)[N:7]=1, predict the reactants needed to synthesize it. The reactants are: [O:1]1[CH:5]=[CH:4][CH:3]=[C:2]1[C:6]1[N:11]=[C:10]([NH2:12])[CH:9]=[C:8]([N:13]2[CH:17]=[CH:16][CH:15]=[N:14]2)[N:7]=1.N1C=CC=CC=1.[C:24](Cl)(=[O:31])[C:25]1[CH:30]=[CH:29][CH:28]=[CH:27][CH:26]=1. (3) Given the product [C:3]([C:5]1[CH:10]=[CH:9][CH:8]=[CH:7][C:6]=1[C:11]1[CH:16]=[CH:15][C:14]([CH2:17][N:18]2[C:19]3[C:20]([C:21]([O:23][CH2:24][CH3:25])=[O:22])=[CH:26][CH:27]=[CH:28][C:29]=3[N:30]=[C:31]2[NH:33][CH2:34][CH3:35])=[CH:13][CH:12]=1)#[N:4], predict the reactants needed to synthesize it. The reactants are: CI.[C:3]([C:5]1[CH:10]=[CH:9][CH:8]=[CH:7][C:6]=1[C:11]1[CH:16]=[CH:15][C:14]([CH2:17][NH:18][C:19]2[C:29]([NH:30][C:31]([NH:33][CH2:34][CH3:35])=S)=[CH:28][CH:27]=[CH:26][C:20]=2[C:21]([O:23][CH2:24][CH3:25])=[O:22])=[CH:13][CH:12]=1)#[N:4].Cl. (4) Given the product [CH2:1]([O:3][C:4](=[O:38])[C:5]([O:7][C:8]1[CH:9]=[CH:10][C:11]([O:14][CH2:15][CH2:16][C:17]2[N:18]=[C:19]([C:23]3[CH:28]=[CH:27][CH:26]=[C:25]([C:29]#[CH:30])[CH:24]=3)[O:20][C:21]=2[CH3:22])=[CH:12][CH:13]=1)([CH3:6])[CH3:37])[CH3:2], predict the reactants needed to synthesize it. The reactants are: [CH2:1]([O:3][C:4](=[O:38])[C:5]([CH3:37])([O:7][C:8]1[CH:13]=[CH:12][C:11]([O:14][CH2:15][CH2:16][C:17]2[N:18]=[C:19]([C:23]3[CH:28]=[CH:27][CH:26]=[C:25]([C:29]#[C:30]C4C=CC=CC=4)[CH:24]=3)[O:20][C:21]=2[CH3:22])=[CH:10][CH:9]=1)[CH3:6])[CH3:2]. (5) Given the product [CH:4]([C:3]1[N:8]=[C:9]([NH2:11])[S:10][CH:2]=1)([CH3:6])[CH3:5], predict the reactants needed to synthesize it. The reactants are: Br[CH2:2][C:3](=O)[CH:4]([CH3:6])[CH3:5].[NH2:8][C:9]([NH2:11])=[S:10]. (6) Given the product [OH:61][C@@H:56]1[CH2:57][CH2:58][CH2:59][CH2:60][C@H:55]1[NH:54][C:4]1[S:5][C:6]2[CH:12]=[C:11]([CH2:13][N:14]3[C:18]4=[N:19][CH:20]=[C:21]([C:23]([O:25][CH3:26])=[O:24])[CH:22]=[C:17]4[N:16]=[CH:15]3)[CH:10]=[CH:9][C:7]=2[N:8]=1, predict the reactants needed to synthesize it. The reactants are: CS([C:4]1[S:5][C:6]2[CH:12]=[C:11]([CH2:13][N:14]3[C:18]4=[N:19][CH:20]=[C:21]([C:23]([O:25][CH3:26])=[O:24])[CH:22]=[C:17]4[N:16]=[CH:15]3)[CH:10]=[CH:9][C:7]=2[N:8]=1)=O.CS(C1SC2C=C(CN3C4=NC=C(C(OC)=O)C=C4N=C3)C=CC=2N=1)(=O)=O.[NH2:54][C@@H:55]1[CH2:60][CH2:59][CH2:58][CH2:57][C@H:56]1[OH:61].CCN(C(C)C)C(C)C. (7) Given the product [CH2:35]([NH:37][C:32]([C:29]1([C:26]2[CH:25]=[CH:24][C:23]([C:20]3[CH:21]=[N:22][C:17]4[N:18]([C:14]([C:11]5([C:7]6[CH:6]=[C:5]7[C:10](=[CH:9][CH:8]=6)[N:1]=[CH:2][CH:3]=[CH:4]7)[CH2:13][CH2:12]5)=[CH:15][N:16]=4)[CH:19]=3)=[CH:28][CH:27]=2)[CH2:31][CH2:30]1)=[O:34])[CH3:36], predict the reactants needed to synthesize it. The reactants are: [N:1]1[C:10]2[C:5](=[CH:6][C:7]([C:11]3([C:14]4[N:18]5[CH:19]=[C:20]([C:23]6[CH:28]=[CH:27][C:26]([C:29]7([C:32]([OH:34])=O)[CH2:31][CH2:30]7)=[CH:25][CH:24]=6)[CH:21]=[N:22][C:17]5=[N:16][CH:15]=4)[CH2:13][CH2:12]3)=[CH:8][CH:9]=2)[CH:4]=[CH:3][CH:2]=1.[CH2:35]([NH2:37])[CH3:36].F[P-](F)(F)(F)(F)F.N1(O[P+](N(C)C)(N(C)C)N(C)C)C2C=CC=CC=2N=N1.C(N(CC)C(C)C)(C)C. (8) Given the product [CH:1]1[C:10]2[C:5](=[CH:6][CH:7]=[CH:8][CH:9]=2)[C:4]([NH:11][C:12]([N:34]2[CH2:35][CH2:36][N:31]([C:29]3[S:28][N:27]=[C:26]([C:20]4[CH:25]=[CH:24][CH:23]=[CH:22][CH:21]=4)[N:30]=3)[CH2:32][CH2:33]2)=[O:19])=[CH:3][N:2]=1, predict the reactants needed to synthesize it. The reactants are: [CH:1]1[C:10]2[C:5](=[CH:6][CH:7]=[CH:8][CH:9]=2)[C:4]([NH:11][C:12](=[O:19])OCC(Cl)(Cl)Cl)=[CH:3][N:2]=1.[C:20]1([C:26]2[N:30]=[C:29]([N:31]3[CH2:36][CH2:35][NH:34][CH2:33][CH2:32]3)[S:28][N:27]=2)[CH:25]=[CH:24][CH:23]=[CH:22][CH:21]=1.C(N(C(C)C)CC)(C)C.O.